From a dataset of Forward reaction prediction with 1.9M reactions from USPTO patents (1976-2016). Predict the product of the given reaction. Given the reactants [CH3:1][N:2]([C:17]([O:19][C:20]1[CH:25]=[CH:24][C:23]([C:26]([F:29])([F:28])[F:27])=[CH:22][CH:21]=1)=[O:18])[C@H:3]1[CH2:8][CH2:7][C@H:6]([CH2:9][CH2:10]COS(C)(=O)=O)[CH2:5][CH2:4]1.[CH2:30]([NH:32][CH2:33][CH2:34][OH:35])[CH3:31].[Na+].[I-].[CH3:38]C(N(C)C)=O, predict the reaction product. The product is: [F:27][C:26]([F:28])([F:29])[C:23]1[CH:24]=[CH:25][C:20]([O:19][C:17](=[O:18])[N:2]([C@H:3]2[CH2:8][CH2:7][C@H:6]([CH2:9][CH2:10][CH2:38][N:32]([CH2:30][CH3:31])[CH2:33][CH2:34][OH:35])[CH2:5][CH2:4]2)[CH3:1])=[CH:21][CH:22]=1.